Dataset: Reaction yield outcomes from USPTO patents with 853,638 reactions. Task: Predict the reaction yield, written as a fraction of the theoretical maximum amount of product (1.0 means a 100% yield; for example, 0.34 means a 34% yield). (1) The reactants are C(O)(=O)C.[NH2:5][CH:6]([C:9]1[CH:14]=[CH:13][C:12]([O:15][CH3:16])=[C:11]([O:17][CH2:18][CH3:19])[CH:10]=1)[C:7]#[N:8].C([O-])(=O)C.[Na+].[N+:25]([C:28]1[CH:38]=[CH:37][CH:36]=[C:30]2[C:31]([O:33][C:34](=O)[C:29]=12)=[O:32])([O-:27])=[O:26]. The catalyst is C(O)(=O)C.C(Cl)Cl. The product is [N+:25]([C:28]1[CH:38]=[CH:37][CH:36]=[C:30]2[C:29]=1[C:34](=[O:33])[N:5]([CH:6]([C:9]1[CH:14]=[CH:13][C:12]([O:15][CH3:16])=[C:11]([O:17][CH2:18][CH3:19])[CH:10]=1)[C:7]#[N:8])[C:31]2=[O:32])([O-:27])=[O:26]. The yield is 0.840. (2) The reactants are [CH3:1][C:2]1[C:16](=[O:17])[N:15]=[C:14]2[N:4]([C@@H:5]3[O:9][C@H:8]([CH2:10][OH:11])[C@@H:7]([OH:12])[C@@H:6]3[O:13]2)[CH:3]=1.[CH3:18][O:19][CH2:20][CH2:21][O:22]B([O:22][CH2:21][CH2:20][O:19][CH3:18])[O:22][CH2:21][CH2:20][O:19][CH3:18]. The catalyst is COCCO. The product is [CH3:18][O:19][CH2:20][CH2:21][O:22][C@@H:6]1[C@H:7]([OH:12])[C@@H:8]([CH2:10][OH:11])[O:9][C@H:5]1[N:4]1[CH:3]=[C:2]([CH3:1])[C:16](=[O:17])[NH:15][C:14]1=[O:13]. The yield is 0.630.